This data is from Forward reaction prediction with 1.9M reactions from USPTO patents (1976-2016). The task is: Predict the product of the given reaction. The product is: [Cl:1][C:2]1[CH:7]=[CH:6][C:5]([CH2:8][CH2:9][CH2:10][C:11]2[O:20][N:22]=[C:13]([C:14]([O:16][CH2:17][CH3:18])=[O:15])[CH:12]=2)=[CH:4][CH:3]=1. Given the reactants [Cl:1][C:2]1[CH:7]=[CH:6][C:5]([CH2:8][CH2:9][CH2:10][C:11](=[O:20])[CH2:12][C:13](=O)[C:14]([O:16][CH2:17][CH3:18])=[O:15])=[CH:4][CH:3]=1.Cl.[NH2:22]O, predict the reaction product.